Dataset: Full USPTO retrosynthesis dataset with 1.9M reactions from patents (1976-2016). Task: Predict the reactants needed to synthesize the given product. Given the product [NH2:7][C:68](=[O:69])[CH2:67][C:62]1[CH:63]=[CH:64][CH:65]=[CH:66][C:61]=1[CH2:60][CH2:59][C:57]1[C:56]([CH3:71])=[CH:55][N:54]=[C:53]([NH:52][C:49]2[CH:48]=[CH:47][C:46]([CH:43]3[CH2:42][CH2:41][N:40]([C:38]([O:37][C:33]([CH3:34])([CH3:36])[CH3:35])=[O:39])[CH2:45][CH2:44]3)=[CH:51][CH:50]=2)[N:58]=1, predict the reactants needed to synthesize it. The reactants are: C1C=CC2N(O)N=[N:7]C=2C=1.CCN=C=NCCCN(C)C.Cl.Cl.CCN(C(C)C)C(C)C.[C:33]([O:37][C:38]([N:40]1[CH2:45][CH2:44][CH:43]([C:46]2[CH:51]=[CH:50][C:49]([NH:52][C:53]3[N:58]=[C:57]([CH2:59][CH2:60][C:61]4[CH:66]=[CH:65][CH:64]=[CH:63][C:62]=4[CH2:67][C:68](O)=[O:69])[C:56]([CH3:71])=[CH:55][N:54]=3)=[CH:48][CH:47]=2)[CH2:42][CH2:41]1)=[O:39])([CH3:36])([CH3:35])[CH3:34].C(=O)([O-])[O-].[NH4+].[NH4+].